From a dataset of NCI-60 drug combinations with 297,098 pairs across 59 cell lines. Regression. Given two drug SMILES strings and cell line genomic features, predict the synergy score measuring deviation from expected non-interaction effect. Drug 1: C1CCC(CC1)NC(=O)N(CCCl)N=O. Drug 2: CC1CCCC2(C(O2)CC(NC(=O)CC(C(C(=O)C(C1O)C)(C)C)O)C(=CC3=CSC(=N3)C)C)C. Cell line: NCI/ADR-RES. Synergy scores: CSS=9.70, Synergy_ZIP=0.0610, Synergy_Bliss=1.74, Synergy_Loewe=-0.659, Synergy_HSA=-0.0774.